This data is from Retrosynthesis with 50K atom-mapped reactions and 10 reaction types from USPTO. The task is: Predict the reactants needed to synthesize the given product. (1) Given the product O=c1[nH]c2cc(Cl)ccc2n1CCCN1CCC(n2c(=O)[nH]c3cc(Cl)ccc32)CC1, predict the reactants needed to synthesize it. The reactants are: O=c1[nH]c2cc(Cl)ccc2n1C1CCNCC1.O=c1[nH]c2cc(Cl)ccc2n1CCCO. (2) The reactants are: CCOC(=O)CN.O=S(=O)(Cl)c1cncc(Br)c1. Given the product CCOC(=O)CNS(=O)(=O)c1cncc(Br)c1, predict the reactants needed to synthesize it. (3) The reactants are: CCOC(=O)N1c2ccc(C(F)(F)F)cc2[C@@H](NCc2cc(C(F)(F)F)cc(C(F)(F)F)c2)C[C@H]1CC.N#CBr. Given the product CCOC(=O)N1c2ccc(C(F)(F)F)cc2[C@@H](N(C#N)Cc2cc(C(F)(F)F)cc(C(F)(F)F)c2)C[C@H]1CC, predict the reactants needed to synthesize it. (4) Given the product CSc1nccc(-n2ccc3c(CO)cccc32)n1, predict the reactants needed to synthesize it. The reactants are: CSc1nccc(-n2ccc3c(C=O)cccc32)n1.